From a dataset of Full USPTO retrosynthesis dataset with 1.9M reactions from patents (1976-2016). Predict the reactants needed to synthesize the given product. (1) Given the product [CH3:44][C:45]1([CH3:53])[O:49][CH:48]([CH2:50][O:51][NH:52][C:11]([C:4]2[C:3]([NH:14][C:15]3[CH:20]=[CH:19][C:18]([I:21])=[CH:17][C:16]=3[F:22])=[C:2]([F:1])[C:7]3[N:8]=[CH:9][S:10][C:6]=3[CH:5]=2)=[O:12])[CH2:47][O:46]1, predict the reactants needed to synthesize it. The reactants are: [F:1][C:2]1[C:7]2[N:8]=[CH:9][S:10][C:6]=2[CH:5]=[C:4]([C:11](O)=[O:12])[C:3]=1[NH:14][C:15]1[CH:20]=[CH:19][C:18]([I:21])=[CH:17][C:16]=1[F:22].C1C=CC2N(O)N=NC=2C=1.CCN=C=NCCCN(C)C.[CH3:44][C:45]1([CH3:53])[O:49][CH:48]([CH2:50][O:51][NH2:52])[CH2:47][O:46]1.[NH4+].[Cl-]. (2) The reactants are: [CH:1](=[O:3])[CH3:2].[N+:4](/[CH:7]=[CH:8]/[C:9]1[CH:14]=[CH:13][CH:12]=[CH:11][CH:10]=1)([O-:6])=[O:5].CCOCC.[Na+].[Cl-]. Given the product [N+:4]([CH2:7][C@@H:8]([C:9]1[CH:14]=[CH:13][CH:12]=[CH:11][CH:10]=1)[C:1](=[O:3])[CH3:2])([O-:6])=[O:5], predict the reactants needed to synthesize it. (3) Given the product [CH:11]1[C:10]([NH:18][C:27]([NH:26][C:23]2[CH:22]=[CH:21][C:20]([I:19])=[CH:25][CH:24]=2)=[O:28])=[CH:9][CH:8]=[C:13]([S:14]([NH2:17])(=[O:15])=[O:16])[CH:12]=1, predict the reactants needed to synthesize it. The reactants are: NC1C=CC([C:8]2[C:13]([S:14]([NH2:17])(=[O:16])=[O:15])=[CH:12][CH:11]=[C:10]([NH2:18])[CH:9]=2)=CC=1.[I:19][C:20]1[CH:25]=[CH:24][C:23]([N:26]=[C:27]=[O:28])=[CH:22][CH:21]=1.[K+].[Br-].NC(N)=O. (4) Given the product [F:10][C:4]1[CH:5]=[CH:6][CH:7]=[C:8]([F:9])[C:3]=1[CH2:2][S:18][C:16]1[N:15]=[C:14]([OH:19])[CH:13]=[C:12]([CH3:11])[N:17]=1, predict the reactants needed to synthesize it. The reactants are: Br[CH2:2][C:3]1[C:8]([F:9])=[CH:7][CH:6]=[CH:5][C:4]=1[F:10].[CH3:11][C:12]1[N:17]=[C:16]([SH:18])[N:15]=[C:14]([OH:19])[CH:13]=1. (5) Given the product [Br:26][C:27]1[CH:32]=[CH:31][C:30]([S:33]([NH:8][C:6]2[CH:5]=[CH:4][CH:3]=[C:2]([CH3:1])[N:7]=2)(=[O:35])=[O:34])=[C:29]([F:37])[CH:28]=1, predict the reactants needed to synthesize it. The reactants are: [CH3:1][C:2]1[N:7]=[C:6]([NH:8]S(C2C=CC(C3C=CC(C#N)=CC=3)=CC=2)(=O)=O)[CH:5]=[CH:4][CH:3]=1.[Br:26][C:27]1[CH:32]=[CH:31][C:30]([S:33](Cl)(=[O:35])=[O:34])=[C:29]([F:37])[CH:28]=1. (6) Given the product [Br:15][CH2:16][C:17]([C:10]1[C:3]2[C:4](=[N:5][CH:6]=[CH:7][C:2]=2[F:1])[NH:8][CH:9]=1)=[O:18], predict the reactants needed to synthesize it. The reactants are: [F:1][C:2]1[CH:7]=[CH:6][N:5]=[C:4]2[NH:8][CH:9]=[CH:10][C:3]=12.[Cl-].[Al+3].[Cl-].[Cl-].[Br:15][CH2:16][C:17](Br)=[O:18].O.